This data is from Full USPTO retrosynthesis dataset with 1.9M reactions from patents (1976-2016). The task is: Predict the reactants needed to synthesize the given product. (1) Given the product [CH2:1]([O:3][C:4]([C:6]1[CH:10]=[C:9]([NH2:28])[N:8]([CH2:13][CH2:14][C:15]2[CH:20]=[CH:19][CH:18]=[CH:17][CH:16]=2)[N:7]=1)=[O:5])[CH3:2], predict the reactants needed to synthesize it. The reactants are: [CH2:1]([O:3][C:4]([C:6]1(N)[CH:10]=[CH:9][NH:8][NH:7]1)=[O:5])[CH3:2].Br[CH2:13][CH2:14][C:15]1[CH:20]=[CH:19][CH:18]=[CH:17][CH:16]=1.C(=O)([O-])[O-].[Cs+].[Cs+].C[N:28](C)C=O. (2) Given the product [CH2:26]([O:17][C:16]1[N:12]([C:9]2[CH:8]=[CH:7][C:6]([C:4]([NH:3][CH2:1][CH3:2])=[O:5])=[CH:11][CH:10]=2)[N:13]=[N:14][C:15]=1[C:18]([O:20][CH3:21])=[O:19])[CH3:27], predict the reactants needed to synthesize it. The reactants are: [CH2:1]([NH:3][C:4]([C:6]1[CH:11]=[CH:10][C:9]([N:12]2[C:16]([OH:17])=[C:15]([C:18]([O:20][CH3:21])=[O:19])[N:14]=[N:13]2)=[CH:8][CH:7]=1)=[O:5])[CH3:2].S(OCC)(O[CH2:26][CH3:27])(=O)=O. (3) Given the product [Cl:1][C:2]1[CH:7]=[C:6]([C:21]2[CH:22]=[CH:23][C:24]3[N:25]([C:27]([CH2:30][NH:31][C:32]4[C:41]5[C:36](=[CH:37][C:38]([O:42][CH3:43])=[CH:39][N:40]=5)[N:35]=[CH:34][CH:33]=4)=[N:28][N:29]=3)[N:26]=2)[CH:5]=[CH:4][C:3]=1[CH:17]([OH:19])[CH3:18], predict the reactants needed to synthesize it. The reactants are: [Cl:1][C:2]1[CH:7]=[C:6](B2OC(C)(C)C(C)(C)O2)[CH:5]=[CH:4][C:3]=1[CH:17]([OH:19])[CH3:18].Cl[C:21]1[CH:22]=[CH:23][C:24]2[N:25]([C:27]([CH2:30][NH:31][C:32]3[C:41]4[C:36](=[CH:37][C:38]([O:42][CH3:43])=[CH:39][N:40]=4)[N:35]=[CH:34][CH:33]=3)=[N:28][N:29]=2)[N:26]=1.C(=O)([O-])[O-].[Cs+].[Cs+]. (4) The reactants are: Cl.[Cl:2][C:3]1[CH:22]=[CH:21][C:20]([NH:23][C:24]2[C:33]3[C:28](=[C:29]([N+:35]([O-])=O)[C:30]([CH3:34])=[CH:31][CH:32]=3)[CH:27]=[CH:26][N:25]=2)=[CH:19][C:4]=1[CH2:5][N:6]1[CH2:11][CH2:10][N:9]([C:12]([O:14][C:15]([CH3:18])([CH3:17])[CH3:16])=[O:13])[CH2:8][CH2:7]1. Given the product [NH2:35][C:29]1[C:30]([CH3:34])=[CH:31][CH:32]=[C:33]2[C:28]=1[CH:27]=[CH:26][N:25]=[C:24]2[NH:23][C:20]1[CH:21]=[CH:22][C:3]([Cl:2])=[C:4]([CH:19]=1)[CH2:5][N:6]1[CH2:7][CH2:8][N:9]([C:12]([O:14][C:15]([CH3:16])([CH3:17])[CH3:18])=[O:13])[CH2:10][CH2:11]1, predict the reactants needed to synthesize it. (5) Given the product [Cl:1][C:2]1[CH:7]=[CH:6][C:5]([N+:8]([O-:10])=[O:9])=[CH:4][C:3]=1[OH:11], predict the reactants needed to synthesize it. The reactants are: [Cl:1][C:2]1[CH:7]=[CH:6][C:5]([N+:8]([O-:10])=[O:9])=[CH:4][C:3]=1[O:11]C.B(Br)(Br)Br.CO.[OH-].[Na+].